This data is from Full USPTO retrosynthesis dataset with 1.9M reactions from patents (1976-2016). The task is: Predict the reactants needed to synthesize the given product. (1) Given the product [Cl:19][C:16]1[CH:17]=[CH:18][C:13]([O:12][CH2:11][C:8]2[CH:7]=[CH:6][C:5]([C:4]([OH:40])=[O:3])=[CH:10][CH:9]=2)=[CH:14][C:15]=1[CH:20]([CH3:39])[C:21]([OH:38])([C:26]1[CH:27]=[CH:28][C:29]2[O:34][CH2:33][C:32](=[O:35])[N:31]([CH3:36])[C:30]=2[CH:37]=1)[C:22]([F:23])([F:24])[F:25], predict the reactants needed to synthesize it. The reactants are: C([O:3][C:4](=[O:40])[C:5]1[CH:10]=[CH:9][C:8]([CH2:11][O:12][C:13]2[CH:18]=[CH:17][C:16]([Cl:19])=[C:15]([CH:20]([CH3:39])[C:21]([OH:38])([C:26]3[CH:27]=[CH:28][C:29]4[O:34][CH2:33][C:32](=[O:35])[N:31]([CH3:36])[C:30]=4[CH:37]=3)[C:22]([F:25])([F:24])[F:23])[CH:14]=2)=[CH:7][CH:6]=1)C.[Li+].[OH-].Cl. (2) Given the product [Br:20][C:3]1[CH:4]=[C:5]([C:8]2([OH:19])[CH2:13][CH2:12][CH2:11][CH2:10][CH:9]2[N:14]2[CH:18]=[N:17][CH:16]=[N:15]2)[CH:6]=[CH:7][CH:2]=1, predict the reactants needed to synthesize it. The reactants are: Br[C:2]1[CH:7]=[CH:6][C:5]([C:8]2([OH:19])[CH2:13][CH2:12][CH2:11][CH2:10][CH:9]2[N:14]2[CH:18]=[N:17][CH:16]=[N:15]2)=[CH:4][CH:3]=1.[Br:20]C1C=CC=C(Br)C=1. (3) Given the product [CH3:19][O:20][C:2]1[N:7]=[C:6]([CH3:8])[C:5]([O:9][CH:10]([C@H:14]2[CH2:18][CH2:17][NH:16][CH2:15]2)[CH2:11][CH2:12][CH3:13])=[CH:4][CH:3]=1, predict the reactants needed to synthesize it. The reactants are: Cl[C:2]1[N:7]=[C:6]([CH3:8])[C:5]([O:9][CH:10]([C@H:14]2[CH2:18][CH2:17][NH:16][CH2:15]2)[CH2:11][CH2:12][CH3:13])=[CH:4][CH:3]=1.[CH3:19][OH:20].[H-].[Na+]. (4) Given the product [Cl:1][C:2]1[CH:3]=[CH:4][C:5]([O:23][CH2:24][C:25]2[CH:26]=[CH:27][CH:28]=[CH:29][CH:30]=2)=[C:6]([C:8]2[N:9]([C:14]3[CH:15]=[C:16]([CH:20]=[CH:21][CH:22]=3)[C:17]([NH:45][CH2:46][C:47]3[CH:52]=[CH:51][N:50]=[CH:49][CH:48]=3)=[O:19])[C:10]([CH3:13])=[CH:11][CH:12]=2)[CH:7]=1, predict the reactants needed to synthesize it. The reactants are: [Cl:1][C:2]1[CH:3]=[CH:4][C:5]([O:23][CH2:24][C:25]2[CH:30]=[CH:29][CH:28]=[CH:27][CH:26]=2)=[C:6]([C:8]2[N:9]([C:14]3[CH:15]=[C:16]([CH:20]=[CH:21][CH:22]=3)[C:17]([OH:19])=O)[C:10]([CH3:13])=[CH:11][CH:12]=2)[CH:7]=1.C(Cl)CCl.C1C=CC2N(O)N=NC=2C=1.[NH2:45][CH2:46][C:47]1[CH:52]=[CH:51][N:50]=[CH:49][CH:48]=1. (5) Given the product [CH2:43]([NH:50][C:29]([C:26]1[C:24]2=[N:25][C:20]([CH2:19][O:18][Si:1]([C:14]([CH3:17])([CH3:16])[CH3:15])([C:2]3[CH:7]=[CH:6][CH:5]=[CH:4][CH:3]=3)[C:8]3[CH:9]=[CH:10][CH:11]=[CH:12][CH:13]=3)=[C:21]([N:35]3[CH2:36][C@H:37]([CH3:42])[O:38][C@H:39]([CH3:41])[CH2:40]3)[C:22]([Cl:34])=[C:23]2[O:28][N:27]=1)=[O:31])[C:44]1[CH:49]=[CH:48][CH:47]=[CH:46][CH:45]=1, predict the reactants needed to synthesize it. The reactants are: [Si:1]([O:18][CH2:19][C:20]1[N:25]=[C:24]2[C:26]([C:29]([O:31]CC)=O)=[N:27][O:28][C:23]2=[C:22]([Cl:34])[C:21]=1[N:35]1[CH2:40][C@H:39]([CH3:41])[O:38][C@H:37]([CH3:42])[CH2:36]1)([C:14]([CH3:17])([CH3:16])[CH3:15])([C:8]1[CH:13]=[CH:12][CH:11]=[CH:10][CH:9]=1)[C:2]1[CH:7]=[CH:6][CH:5]=[CH:4][CH:3]=1.[CH2:43]([NH2:50])[C:44]1[CH:49]=[CH:48][CH:47]=[CH:46][CH:45]=1. (6) Given the product [Br:20][C:17]1[CH:18]=[CH:19][C:14]([C:13]2[CH:27]=[CH:28][C:10]([C:21]3[N:26]=[CH:25][CH:24]=[CH:23][N:22]=3)=[N:9][C:8]=2[C:5]2[CH:6]=[CH:7][C:2]([Br:1])=[CH:3][CH:4]=2)=[CH:15][CH:16]=1, predict the reactants needed to synthesize it. The reactants are: [Br:1][C:2]1[CH:7]=[CH:6][C:5]([C:8]2[N:9]=[C:10]([C:21]3[N:26]=[CH:25][CH:24]=[CH:23][N:22]=3)N=N[C:13]=2[C:14]2[CH:19]=[CH:18][C:17]([Br:20])=[CH:16][CH:15]=2)=[CH:4][CH:3]=1.[C:27]1(C)C=CC(C)=C[CH:28]=1.C12CC(C=C1)C=C2. (7) Given the product [CH3:20][O:21][C:22]1[CH:30]=[CH:29][C:25]([C:26]([N:9]([C:6]2[CH:7]=[N:8][C:3]([O:2][CH3:1])=[CH:4][CH:5]=2)[NH:10][C:11]([NH2:13])=[O:12])=[O:27])=[CH:24][CH:23]=1, predict the reactants needed to synthesize it. The reactants are: [CH3:1][O:2][C:3]1[N:8]=[CH:7][C:6]([NH:9][NH:10][C:11]([NH2:13])=[O:12])=[CH:5][CH:4]=1.N1C=CC=CC=1.[CH3:20][O:21][C:22]1[CH:30]=[CH:29][C:25]([C:26](Cl)=[O:27])=[CH:24][CH:23]=1.O. (8) Given the product [N:22]1([S:10]([NH:13][C:14](=[O:15])[O:8][CH2:1][C:2]2[CH:7]=[CH:6][CH:5]=[CH:4][CH:3]=2)(=[O:12])=[O:11])[CH2:27][CH2:26][O:25][CH2:24][CH2:23]1, predict the reactants needed to synthesize it. The reactants are: [CH2:1]([OH:8])[C:2]1[CH:7]=[CH:6][CH:5]=[CH:4][CH:3]=1.Cl[S:10]([N:13]=[C:14]=[O:15])(=[O:12])=[O:11].N1C=CC=CC=1.[NH:22]1[CH2:27][CH2:26][O:25][CH2:24][CH2:23]1. (9) Given the product [O:36]=[S:35]1(=[O:37])[CH2:34][CH2:33][CH2:32][N:1]1[C:2]1[CH:3]=[C:4]([C:20]2[N:21]=[C:22]([C:25]3[CH:26]=[CH:27][N:28]=[CH:29][CH:30]=3)[S:23][CH:24]=2)[C:5](=[O:19])[NH:6][C:7]=1[CH2:8][CH3:9], predict the reactants needed to synthesize it. The reactants are: [NH2:1][C:2]1[CH:3]=[C:4]([C:20]2[N:21]=[C:22]([C:25]3[CH:30]=[CH:29][N:28]=[CH:27][CH:26]=3)[S:23][CH:24]=2)[C:5](=[O:19])[N:6](CC2C=CC(OC)=CC=2)[C:7]=1[CH2:8][CH3:9].Cl[CH2:32][CH2:33][CH2:34][S:35](Cl)(=[O:37])=[O:36].COC1C=C(S)C=CC=1.C(O)(C(F)(F)F)=O.